Regression/Classification. Given a drug SMILES string, predict its absorption, distribution, metabolism, or excretion properties. Task type varies by dataset: regression for continuous measurements (e.g., permeability, clearance, half-life) or binary classification for categorical outcomes (e.g., BBB penetration, CYP inhibition). Dataset: cyp3a4_veith. From a dataset of CYP3A4 inhibition data for predicting drug metabolism from PubChem BioAssay. (1) The molecule is CC1(C)Cc2c(C#N)c(SCc3ccccc3)nc(N3CCOCC3)c2CO1. The result is 1 (inhibitor). (2) The drug is O=C(NCCc1ccccc1)c1noc2c1CCc1ccccc1-2. The result is 0 (non-inhibitor). (3) The drug is CC(C)C(NS(=O)(=O)c1cccs1)C(=O)NCCN1CCN(c2ccccc2)CC1. The result is 1 (inhibitor). (4) The compound is Cn1c(=S)c2[nH]c(SCCN3CCCC3)nc2n(C)c1=O. The result is 0 (non-inhibitor).